From a dataset of Reaction yield outcomes from USPTO patents with 853,638 reactions. Predict the reaction yield, written as a fraction of the theoretical maximum amount of product (1.0 means a 100% yield; for example, 0.34 means a 34% yield). The reactants are C(Cl)(=O)C(Cl)=O.CS(C)=O.[I:11][C:12]1[C:16]([CH2:17][OH:18])=[CH:15][N:14]([CH:19]2[CH2:24][CH2:23][CH2:22][CH2:21][O:20]2)[N:13]=1.C(N(CC)CC)C. The catalyst is ClCCl. The product is [I:11][C:12]1[C:16]([CH:17]=[O:18])=[CH:15][N:14]([CH:19]2[CH2:24][CH2:23][CH2:22][CH2:21][O:20]2)[N:13]=1. The yield is 0.900.